Dataset: Full USPTO retrosynthesis dataset with 1.9M reactions from patents (1976-2016). Task: Predict the reactants needed to synthesize the given product. (1) Given the product [Cl:7][C:8]1[CH:13]=[C:12]([S:14]([C:17]2[CH:22]=[CH:21][C:20]([C:23](=[O:24])[N:37]([CH3:38])[CH3:36])=[CH:19][CH:18]=2)(=[O:15])=[O:16])[CH:11]=[CH:10][C:9]=1[NH:26][C:27](=[O:35])[C@:28]([OH:34])([CH3:33])[C:29]([F:30])([F:31])[F:32], predict the reactants needed to synthesize it. The reactants are: C(Cl)(=O)C(Cl)=O.[Cl:7][C:8]1[CH:13]=[C:12]([S:14]([C:17]2[CH:22]=[CH:21][C:20]([C:23](O)=[O:24])=[CH:19][CH:18]=2)(=[O:16])=[O:15])[CH:11]=[CH:10][C:9]=1[NH:26][C:27](=[O:35])[C@:28]([OH:34])([CH3:33])[C:29]([F:32])([F:31])[F:30].[CH3:36][NH:37][CH3:38]. (2) Given the product [Cl:1][C:2]1[N:7]=[CH:6][C:5]([CH:8]([OH:29])[CH:9]([CH2:15][C:16]2[CH:21]=[CH:20][CH:19]=[C:18]([O:22][C:23]([F:27])([F:28])[CH:24]([F:25])[F:26])[CH:17]=2)[C:10]([O:12][CH2:13][CH3:14])=[O:11])=[CH:4][CH:3]=1, predict the reactants needed to synthesize it. The reactants are: [Cl:1][C:2]1[N:7]=[CH:6][C:5]([C:8](=[O:29])[CH:9]([CH2:15][C:16]2[CH:21]=[CH:20][CH:19]=[C:18]([O:22][C:23]([F:28])([F:27])[CH:24]([F:26])[F:25])[CH:17]=2)[C:10]([O:12][CH2:13][CH3:14])=[O:11])=[CH:4][CH:3]=1.Cl. (3) Given the product [Cl:64][C:17]1[CH:18]=[CH:19][C:20]2[N:26]3[CH:27]=[N:28][C:29]([C:30]([O:32][CH2:33][CH3:34])=[O:31])=[C:25]3[CH2:24][N:23]=[C:22]([C:35]3[CH:40]=[CH:39][CH:38]=[CH:37][CH:36]=3)[C:21]=2[CH:41]=1, predict the reactants needed to synthesize it. The reactants are: N1C2=C3N=NC=CC=C3C=CC2=NN=1.C([C:17]1[CH:18]=[CH:19][C:20]2[N:26]3[CH:27]=[N:28][C:29]([C:30]([O:32][CH2:33][CH3:34])=[O:31])=[C:25]3[CH2:24][N:23]=[C:22]([C:35]3[CH:40]=[CH:39][CH:38]=[CH:37][CH:36]=3)[C:21]=2[CH:41]=1)#C.N1C2C=CC=CC=2C=CC=N1.NC1C=CC(Br)=CC=1C(C1C=CC=CC=1[Cl:64])=O.[Br-].C(C1C=CC2N3C(C)=NN=C3CN=C(C3C=CC=CC=3)C=2C=1)#C. (4) Given the product [CH2:17]([O:1][C:2]1[CH:11]=[CH:10][C:9]([CH3:12])=[CH:8][C:3]=1[C:4]([O:6][CH3:7])=[O:5])[CH2:16][CH:15]=[CH2:14], predict the reactants needed to synthesize it. The reactants are: [OH:1][C:2]1[CH:11]=[CH:10][C:9]([CH3:12])=[CH:8][C:3]=1[C:4]([O:6][CH3:7])=[O:5].Br[CH2:14][CH2:15][CH:16]=[CH2:17].C(=O)([O-])[O-].[Cs+].[Cs+]. (5) Given the product [CH3:31][N:30]1[CH2:21][CH2:20][CH2:19][CH2:28]1.[NH2:1][C@H:2]([C:4]([N:6]([CH2:8][C:9]([NH:11][C@H:12]([C:16]([NH:18][C@H:19]([C:28]([NH2:30])=[O:29])[CH2:20][C:21](=[O:27])[O:22][C:23]([CH3:24])([CH3:26])[CH3:25])=[O:17])[C@@H:13]([CH3:15])[OH:14])=[O:10])[CH3:7])=[O:5])[CH3:3], predict the reactants needed to synthesize it. The reactants are: [NH2:1][C@H:2]([C:4]([N:6]([CH2:8][C:9]([NH:11][C@H:12]([C:16]([NH:18][C@H:19]([C:28]([NH:30][C:31](OCC1C2C(=CC=CC=2)C2C1=CC=CC=2)=O)=[O:29])[CH2:20][C:21](=[O:27])[O:22][C:23]([CH3:26])([CH3:25])[CH3:24])=[O:17])[C@@H:13]([CH3:15])[OH:14])=[O:10])[CH3:7])=[O:5])[CH3:3]. (6) Given the product [C:1]1([C:7]2[N:8]=[CH:9][C:10]([NH:13][C:14]([C:16]3[CH:21]=[C:20]([N:22]4[CH2:23][CH2:24][CH2:25][CH2:26][CH2:27]4)[CH:19]=[CH:18][C:17]=3[NH:28][C:29]([C:31]3[CH:32]=[C:33]([CH:42]=[CH:43][CH:44]=3)[CH2:34][S:35][CH2:36][CH2:37][C:38]([OH:40])=[O:39])=[O:30])=[O:15])=[CH:11][N:12]=2)[CH:2]=[CH:3][CH:4]=[CH:5][CH:6]=1, predict the reactants needed to synthesize it. The reactants are: [C:1]1([C:7]2[N:12]=[CH:11][C:10]([NH:13][C:14]([C:16]3[CH:21]=[C:20]([N:22]4[CH2:27][CH2:26][CH2:25][CH2:24][CH2:23]4)[CH:19]=[CH:18][C:17]=3[NH:28][C:29]([C:31]3[CH:32]=[C:33]([CH:42]=[CH:43][CH:44]=3)[CH2:34][S:35][CH2:36][CH2:37][C:38]([O:40]C)=[O:39])=[O:30])=[O:15])=[CH:9][N:8]=2)[CH:6]=[CH:5][CH:4]=[CH:3][CH:2]=1.[OH-].[Li+].Cl. (7) Given the product [C:24]1([CH:7]([C:1]2[CH:2]=[CH:3][CH:4]=[CH:5][CH:6]=2)[N:8]2[CH2:9][CH2:10][C:11]([C:16]3[CH:21]=[CH:20][CH:19]=[C:18]([O:22][CH3:23])[CH:17]=3)([C:14]([NH2:15])=[O:30])[CH2:12][CH2:13]2)[CH:25]=[CH:26][CH:27]=[CH:28][CH:29]=1, predict the reactants needed to synthesize it. The reactants are: [C:1]1([CH:7]([C:24]2[CH:29]=[CH:28][CH:27]=[CH:26][CH:25]=2)[N:8]2[CH2:13][CH2:12][C:11]([C:16]3[CH:21]=[CH:20][CH:19]=[C:18]([O:22][CH3:23])[CH:17]=3)([C:14]#[N:15])[CH2:10][CH2:9]2)[CH:6]=[CH:5][CH:4]=[CH:3][CH:2]=1.[OH-:30].[K+].O.Cl.